From a dataset of NCI-60 drug combinations with 297,098 pairs across 59 cell lines. Regression. Given two drug SMILES strings and cell line genomic features, predict the synergy score measuring deviation from expected non-interaction effect. (1) Drug 1: C1=CC(=C2C(=C1NCCNCCO)C(=O)C3=C(C=CC(=C3C2=O)O)O)NCCNCCO. Drug 2: CN(CCCl)CCCl.Cl. Cell line: HCT-15. Synergy scores: CSS=65.6, Synergy_ZIP=2.67, Synergy_Bliss=4.93, Synergy_Loewe=-13.3, Synergy_HSA=5.24. (2) Synergy scores: CSS=28.7, Synergy_ZIP=24.6, Synergy_Bliss=25.5, Synergy_Loewe=19.4, Synergy_HSA=19.1. Drug 1: CS(=O)(=O)C1=CC(=C(C=C1)C(=O)NC2=CC(=C(C=C2)Cl)C3=CC=CC=N3)Cl. Drug 2: CC1=C(C=C(C=C1)NC(=O)C2=CC=C(C=C2)CN3CCN(CC3)C)NC4=NC=CC(=N4)C5=CN=CC=C5. Cell line: CAKI-1. (3) Synergy scores: CSS=14.7, Synergy_ZIP=-2.35, Synergy_Bliss=1.43, Synergy_Loewe=-19.0, Synergy_HSA=-1.39. Drug 1: C1=NC2=C(N1)C(=S)N=C(N2)N. Drug 2: CN1C(=O)N2C=NC(=C2N=N1)C(=O)N. Cell line: TK-10. (4) Drug 1: C1CCC(C1)C(CC#N)N2C=C(C=N2)C3=C4C=CNC4=NC=N3. Drug 2: C1CCN(CC1)CCOC2=CC=C(C=C2)C(=O)C3=C(SC4=C3C=CC(=C4)O)C5=CC=C(C=C5)O. Cell line: NCI/ADR-RES. Synergy scores: CSS=3.33, Synergy_ZIP=1.40, Synergy_Bliss=5.79, Synergy_Loewe=5.00, Synergy_HSA=4.28. (5) Drug 1: COC1=NC(=NC2=C1N=CN2C3C(C(C(O3)CO)O)O)N. Drug 2: CC1=C(C(=O)C2=C(C1=O)N3CC4C(C3(C2COC(=O)N)OC)N4)N. Cell line: OVCAR3. Synergy scores: CSS=13.5, Synergy_ZIP=-5.38, Synergy_Bliss=-1.80, Synergy_Loewe=-59.4, Synergy_HSA=-10.9. (6) Drug 1: C1=CC(=CC=C1CC(C(=O)O)N)N(CCCl)CCCl.Cl. Drug 2: CCC1=C2CN3C(=CC4=C(C3=O)COC(=O)C4(CC)O)C2=NC5=C1C=C(C=C5)O. Cell line: MCF7. Synergy scores: CSS=28.5, Synergy_ZIP=-8.03, Synergy_Bliss=-3.37, Synergy_Loewe=-12.8, Synergy_HSA=-1.64.